Dataset: Forward reaction prediction with 1.9M reactions from USPTO patents (1976-2016). Task: Predict the product of the given reaction. (1) Given the reactants [CH:1]1([N:5]2[CH2:10][CH2:9][N:8]([C:11](=[O:29])[CH2:12][N:13]3[CH2:18][CH2:17][N:16](C(OCC4C=CC=CC=4)=O)[CH2:15][CH2:14]3)[CH2:7][CH2:6]2)[CH2:4][CH2:3][CH2:2]1, predict the reaction product. The product is: [CH:1]1([N:5]2[CH2:10][CH2:9][N:8]([C:11](=[O:29])[CH2:12][N:13]3[CH2:14][CH2:15][NH:16][CH2:17][CH2:18]3)[CH2:7][CH2:6]2)[CH2:2][CH2:3][CH2:4]1. (2) Given the reactants [CH2:1]([O:4][C:5]1[CH:10]=[CH:9][CH:8]=[CH:7][C:6]=1[C:11]1[NH:16][C:15](=[O:17])[C:14]2=[C:18]([CH3:24])[N:19]=[C:20]([CH2:21][CH2:22][CH3:23])[N:13]2[N:12]=1)[CH2:2][CH3:3].[Cl:25][S:26](O)(=[O:28])=[O:27], predict the reaction product. The product is: [CH2:1]([O:4][C:5]1[CH:10]=[CH:9][C:8]([S:26]([Cl:25])(=[O:28])=[O:27])=[CH:7][C:6]=1[C:11]1[NH:16][C:15](=[O:17])[C:14]2=[C:18]([CH3:24])[N:19]=[C:20]([CH2:21][CH2:22][CH3:23])[N:13]2[N:12]=1)[CH2:2][CH3:3].